The task is: Predict the product of the given reaction.. This data is from Forward reaction prediction with 1.9M reactions from USPTO patents (1976-2016). (1) Given the reactants [Cl:1][C:2]1[CH:3]=[C:4]2[C:8](=[CH:9][CH:10]=1)[NH:7][C:6]1[C@@H:11]([CH2:15][CH:16]([CH3:18])[CH3:17])[NH:12][CH2:13][CH2:14][C:5]2=1, predict the reaction product. The product is: [ClH:1].[Cl:1][C:2]1[CH:3]=[C:4]2[C:8](=[CH:9][CH:10]=1)[NH:7][C:6]1[CH:11]([CH2:15][CH:16]([CH3:18])[CH3:17])[NH:12][CH2:13][CH2:14][C:5]2=1.[Cl:1][C:2]1[CH:3]=[C:4]2[C:8](=[CH:9][CH:10]=1)[NH:7][C:6]1[C@H:11]([CH2:15][CH:16]([CH3:18])[CH3:17])[NH:12][CH2:13][CH2:14][C:5]2=1. (2) Given the reactants [CH3:1][S:2]([C:5]1[CH:13]=[CH:12][C:8]([C:9]([OH:11])=[O:10])=[C:7]([CH2:14][S:15][CH3:16])[C:6]=1F)(=[O:4])=[O:3].[CH3:18][O:19][CH2:20][CH2:21][NH2:22].Cl, predict the reaction product. The product is: [CH3:1][S:2]([C:5]1[CH:13]=[CH:12][C:8]([C:9]([OH:11])=[O:10])=[C:7]([CH2:14][S:15][CH3:16])[C:6]=1[NH:22][CH2:21][CH2:20][O:19][CH3:18])(=[O:4])=[O:3]. (3) Given the reactants [OH:1][CH2:2][CH2:3][O:4][C:5]1[CH:6]=[C:7]([OH:11])[CH:8]=[CH:9][CH:10]=1.C(=O)([O-])[O-].[K+].[K+].Br[CH2:19][C:20]([O:22][C:23]([CH3:26])([CH3:25])[CH3:24])=[O:21], predict the reaction product. The product is: [OH:1][CH2:2][CH2:3][O:4][C:5]1[CH:6]=[C:7]([CH:8]=[CH:9][CH:10]=1)[O:11][CH2:19][C:20]([O:22][C:23]([CH3:26])([CH3:25])[CH3:24])=[O:21].